From a dataset of Forward reaction prediction with 1.9M reactions from USPTO patents (1976-2016). Predict the product of the given reaction. (1) Given the reactants [OH:1][C:2]1[CH:9]=[C:8]([O:10][CH:11]2[CH2:16][CH2:15][CH2:14][CH2:13][O:12]2)[CH:7]=[C:6]([CH3:17])[C:3]=1[CH:4]=[O:5].C(N(CC)CC)C.[O:25](S(C(F)(F)F)(=O)=O)[S:26]([C:29]([F:32])([F:31])[F:30])(=O)=[O:27], predict the reaction product. The product is: [F:30][C:29]([F:32])([F:31])[S:26]([O:1][C:2]1[CH:9]=[C:8]([O:10][CH:11]2[CH2:16][CH2:15][CH2:14][CH2:13][O:12]2)[CH:7]=[C:6]([CH3:17])[C:3]=1[CH:4]=[O:5])(=[O:27])=[O:25]. (2) Given the reactants [CH:1]([C:4]1[CH:9]=[CH:8][C:7]([OH:10])=[CH:6][CH:5]=1)([CH3:3])[CH3:2].F[C:12]1[CH:17]=[CH:16][CH:15]=[CH:14][C:13]=1[N+:18]([O-:20])=[O:19].[CH:21]([C:24]1[CH:37]=[CH:36][C:27]([O:28][C:29]2[CH:35]=[CH:34][CH:33]=[CH:32][C:30]=2[NH2:31])=[CH:26][CH:25]=1)([CH3:23])[CH3:22].[NH2:38][C:39]1[S:40][CH:41]=[CH:42][N:43]=1, predict the reaction product. The product is: [CH:1]([C:4]1[CH:9]=[CH:8][C:7]([O:10][C:12]2[CH:17]=[CH:16][CH:15]=[CH:14][C:13]=2[N+:18]([O-:20])=[O:19])=[CH:6][CH:5]=1)([CH3:3])[CH3:2].[CH:21]([C:24]1[CH:37]=[CH:36][C:27]([O:28][C:29]2[CH:35]=[CH:34][CH:33]=[CH:32][C:30]=2[NH:31][C:7]([NH:38][C:39]2[S:40][CH:41]=[CH:42][N:43]=2)=[O:10])=[CH:26][CH:25]=1)([CH3:23])[CH3:22]. (3) Given the reactants [O-:1][S:2]([C:5]([F:8])([F:7])[F:6])(=[O:4])=[O:3].[CH2:9]([N+:13]1([CH3:41])[CH2:38][CH2:37][C@:20]23[C:21]4[C:22]5[O:36][C@H:19]2[C:18](=[O:39])[CH2:17][CH2:16][C@@:15]3([OH:40])[C@H:14]1[CH2:27][C:26]=4[CH:25]=[CH:24][C:23]=5[O:28]CC1C=CC=CC=1)[CH:10]([CH3:12])[CH3:11], predict the reaction product. The product is: [O-:4][S:2]([C:5]([F:8])([F:7])[F:6])(=[O:3])=[O:1].[CH2:9]([N+:13]1([CH3:41])[CH2:38][CH2:37][C@:20]23[C:21]4[C:22]5[O:36][C@H:19]2[C:18](=[O:39])[CH2:17][CH2:16][C@@:15]3([OH:40])[C@H:14]1[CH2:27][C:26]=4[CH:25]=[CH:24][C:23]=5[OH:28])[CH:10]([CH3:12])[CH3:11].